This data is from Experimentally validated miRNA-target interactions with 360,000+ pairs, plus equal number of negative samples. The task is: Binary Classification. Given a miRNA mature sequence and a target amino acid sequence, predict their likelihood of interaction. (1) The protein sequence of the target gene is MTESASSTSGQEFDVFSVMDWKDGVGTLPGSDLKFRVNEFGALEVITDESEMESVKKATATTTWMVPTAQDAPTSPPSSRPVFPPAYWTSPPGCPTVFSEKTGVPFRLKEQSKADGLQFCENCCQYGNGDECLSGGKYCSQNCARHAKDKDQKDERDGGEDNDEEDPKCSRKKKPKLSLKADSKDDGEERDDEMENKQDGRILRGSQRARRKRRGDSAVLKQGLPPKGKKTWCWASYLEEEKAVAVPTKLFKEHQSFPYNKNGFKVGMKLEGVDPDHQAMYCVLTVAEVCGYRIKLHFDG.... Result: 0 (no interaction). The miRNA is mmu-miR-1967 with sequence UGAGGAUCCUGGGGAGAAGAUGC. (2) The miRNA is hsa-miR-548g-5p with sequence UGCAAAAGUAAUUGCAGUUUUUG. The protein sequence of the target gene is MILLAFSSGRRLDFVHRSGVFFLQTLLWILCATVCGTEQYFNVEVWLQKYGYLPPTDPRMSVLRSAETMQSALAAMQQFYGINMTGKVDRNTIDWMKKPRCGVPDQTRGSSKFNIRRKRYALTGQKWQHKHITYSIKNVTPKVGDPETRRAIRRAFDVWQNVTPLTFEEVPYSELENGKRDVDITIIFASGFHGDSSPFDGEGGFLAHAYFPGPGIGGDTHFDSDEPWTLGNPNHDGNDLFLVAVHELGHALGLEHSNDPTAIMAPFYQYMETDNFKLPNDDLQGIQKIYGPPDKIPPPT.... Result: 0 (no interaction). (3) The miRNA is mmu-miR-5098 with sequence GUUACAUGGUGAAGCCCAGUU. The protein sequence of the target gene is MEKLLWCLLIMISFSRTFGHEDMFKKAFVFPKESDTSYVSLEAESKKPLNTFTVCLHFYTALSTVRSFSVFSYATKKNSNDILIFWNKDKQYTFGVGGAEVRFMVSEIPEAPTHICASWESATGIVEFWIDGKPKVRKSLHKGYTVGPDASIILGQEQDSYGGDFDAKQSLVGDIGDVNMWDFVLSPEQISTVYVGGTLSPNVLNWRALNYKAQGDVFIKPQLWS. Result: 1 (interaction). (4) The protein sequence of the target gene is MSHLVDPTSGDLPVRDIDAIPLVLPASKGKNMKTQPPLSRMNREELEDSFFRLREDHMLVKELSWKQQDEIKRLRTTLLRLTAAGRDLRVAEEAAPLSETARRGQKAGWRQRLSMHQRPQMHRLQGHFHCVGPASPRRAQPRVQVGHRQLHTAGAPVPEKPKRGPRDRLSYTAPPSFKEHATNENRGEVASKPSELVSGSNSIISFSSVISMAKPIGLCMPNSAHIMASNTMQVEEPPKSPEKMWPKDENFEQRSSLECAQKAAELRASIKEKVELIRLKKLLHERNASLVMTKAQLTEV.... The miRNA is hsa-miR-6826-5p with sequence UCAAUAGGAAAGAGGUGGGACCU. Result: 0 (no interaction).